This data is from Experimentally validated miRNA-target interactions with 360,000+ pairs, plus equal number of negative samples. The task is: Binary Classification. Given a miRNA mature sequence and a target amino acid sequence, predict their likelihood of interaction. (1) The miRNA is hsa-miR-141-3p with sequence UAACACUGUCUGGUAAAGAUGG. The protein sequence of the target gene is MDQPQFSGAPRFLTRPKAFVVSVGKDATLSCQIVGNPTPQVSWEKDQQPVAAGARFRLAQDGDLYRLTILDLALGDSGQYVCRARNAIGEAFAAVGLQVDAEAACAEQAPHFLLRPTSIRVREGSEATFRCRVGGSPRPAVSWSKDGRRLGEPDGPRVRVEELGEASALRIRAARPRDGGTYEVRAENPLGAASAAAALVVDSDAADTASRPGTSTAALLAHLQRRREAMRAEGAPASPPSTGTRTCTVTEGKHARLSCYVTGEPKPETVWKKDGQLVTEGRRHVVYEDAQENFVLKILF.... Result: 0 (no interaction). (2) The miRNA is hsa-miR-6780a-5p with sequence UUGGGAGGGAAGACAGCUGGAGA. The protein sequence of the target gene is MALPIIVKWGGQEYSVTTLSEDDTVLDLKQFLKTLTGVLPERQKLLGLKVKGKPAENDVKLGALKLKPNTKIMMMGTREESLEDVLGPPPDNDDVVNDFDIEDEVVEVENREENLLKISRRVKEYKVEILNPPREGKKLLVLDVDYTLFDHRSCAETGVELMRPYLHEFLTSAYEDYDIVIWSATNMKWIEAKMKELGVSTNANYKITFMLDSAAMITVHTPRRGLIDVKPLGVIWGKFSEFYSKKNTIMFDDIGRNFLMNPQNGLKIRPFMKAHLNRDKDKELLKLTQYLKEIAKLDDF.... Result: 1 (interaction). (3) The miRNA is hsa-miR-29c-3p with sequence UAGCACCAUUUGAAAUCGGUUA. The protein sequence of the target gene is MLWFQGAIPAAIASAKRSGAVFVVFVAGDDEQSIQMAASWEDEKVTQASSNNFVAIKIDTKSEACLQFSQIYPVVCVPSSFFIGDSGIPLEVIAGSVSADELVTRIHKVQQMHSSKGEASVTNDNQSESSVSTPSASFEPDVCENPESKNTELCETPATSDIKSDTATGGECTGHDSHSQEPHGCSNQRPAEDLTVRVERLTKKLEERREEKRKEEAQREIKKEIERRKTGKEMLDYKRKQEEELTKRMLEERSREKAEDRAARERIKQQIALDRAERAARFAKTKEAEAAKAAALLTKQ.... Result: 0 (no interaction). (4) The miRNA is mmu-miR-1927 with sequence GACCUCUGGAUGUUAGGGACUGA. The protein sequence of the target gene is MPRLDDHLWRGPCAKGTKHRSHPRASARGLVAKAGEMINSSGSGPSLLAAHGALGTDPAHGPQSAGVGGQGSSSHVNSWHHHLVQRSLVLFSVGVVLALVLNLLQVQRNVTLFPDEVIATIFSSAWWVPPCCGTAAAVVGLLYPCIDSHLGEPHKFKREWASVMRCVAVFVGINHASAKLDFANNVQLSLTLAALSLGLWWTFDRSRSGLGLGITIAFLATLITQLLVYNGVYQYTSPDFLYIRSWLPCIFFSGGVTVGNIGRQLAMGVPEKPHSD. Result: 0 (no interaction). (5) The miRNA is hsa-miR-142-5p with sequence CAUAAAGUAGAAAGCACUACU. The protein sequence of the target gene is MGKSRTKRFKRPQFSPIESCQAEAAAASNGTGDEEDDGPAAELLEKLQHPSAEVRECACAGLARLVQQRPALPDLARRDAVRRLGPLLLDSSLAVRETAAGALRNLSACGGFDVCDDMVAKDIMTPLVALLRECLSGLDSNEMSPQEKADKRNPVESIANEAVNVLWNVCECSGRAVSIFNKEGCLEIVLQYLRRFPTSIDLAVSVAYCLQTVTEDNPELLKSFDGTALRVLESALLCPVASMEYILLKTLVAGTIWNLKDIIPSKSQAEIINAILGALSEVLGMNTGNMVIQMKEAETQ.... Result: 0 (no interaction). (6) The miRNA is hsa-miR-548e-5p with sequence CAAAAGCAAUCGCGGUUUUUGC. The protein sequence of the target gene is MDKILEGLVSSSHPLPLKRVIVRKVVESAEHWLDEAQCEAMFDLTTRLILEGQDPFQRQVGHQVLEAYARYHRPEFESFFNKTFVLGLLHQGYHSLDRKDVAILDYIHNGLKLIMSCPSVLDLFSLLQVEVLRMVCERPEPQLCARLSDLLTDFVQCIPKGKLSITFCQQLVRTIGHFQCVSTQERELREYVSQVTKVSNLLQNIWKAEPATLLPSLQEVFASISSTDASFEPSVALASLVQHIPLQMITVLIRSLTTDPNVKDASMTQALCRMIDWLSWPLAQHVDTWVIALLKGLAAV.... Result: 1 (interaction). (7) The miRNA is hsa-miR-548aq-5p with sequence GAAAGUAAUUGCUGUUUUUGCC. The protein sequence of the target gene is MTESAVCTGAVSAVKEVWEERIKKHHEDVKREKEFQHKLVRIWEDRVSLTKLKEKVTREDGRVILRIEKEEWKTLPSSLLKLNQLQEWQLHRTGLLKIPEFIGRFQHLIVLDLSRNTISEIPRGIGLLTRLQELILSYNKIKTVPKELSNCTSLEKLELAVNRDISDLPPELSKLLKLTHLDLSMNQFTTIPHAVLDMPALEWLDMGSNSLQQLPDSLDRMRSLHTLWLQRNEITCLPETIKNMKNLGTLVLSNNKLQDIPGCMEEMTNLRFVNFRDNPLRLEVTLPPSDNTDGEEEQEL.... Result: 0 (no interaction). (8) The miRNA is hsa-miR-548a-3p with sequence CAAAACUGGCAAUUACUUUUGC. The protein sequence of the target gene is MVAPVWYLVAAALLVGFILFLTRSRGRAASAGQEPLHNEELAGAGRVAQPGPLEPEEPRAGGRPRRRRDLGSRLQAQRRAQRVAWAEADENEEEAVILAQEEEGVEKPAETHLSGKIGAKKLRKLEEKQARKAQREAEEAEREERKRLESQREAEWKKEEERLRLEEEQKEEEERKAREEQAQREHEEYLKLKEAFVVEEEGVGETMTEEQSQSFLTEFINYIKQSKVVLLEDLASQVGLRTQDTINRIQDLLAEGTITGVIDDRGKFIYITPEELAAVANFIRQRGRVSIAELAQASNS.... Result: 0 (no interaction). (9) The miRNA is hsa-miR-2277-3p with sequence UGACAGCGCCCUGCCUGGCUC. The protein sequence of the target gene is MVLESVVADLLNRFLGDYVENLNKSQLKLGIWGGNVALDNLQIKENALSELDVPFKVKAGQIDKLTLKIPWKNLYGEAVVATLEGLYLLVVPGASIKYDAEKEEKSLQDIKQKELCRIEEALQKAAEKGAHSGEFMYGLENLLYKDVKPGRKRKKHKKHFKKRFKGLDRSKDKPKEAKKDTFLEKLATQVIKNVQVKITDIHIKYEDDITDPERPLSFGVTLREFSLLTTNEHWTPCILNEAEKIIYKLVKLDSLSAYWNVGCCMSYRGSREHILEQLKREILTSTNIPPDHQYIFQPIS.... Result: 0 (no interaction). (10) The miRNA is hsa-miR-7157-5p with sequence UCAGCAUUCAUUGGCACCAGAGA. The protein sequence of the target gene is MWRVPRRLCVQSVKTSKLSGPWSRPAAHMSTLLIHHPQYAWLQDLGLREDNEGVYNGSWGGRGEVITTYCPANNEPIARVRQASLKDYEETIGKAKKAWNIWADIPAPKRGEIVRKIGDAFREKIQLLGRLVSLEMGKILVEGIGEVQEYVDVCDYAAGLSRMIGGPTLPSERPGHALIEMWNPLGLVGIITAFNFPVAVFGWNNAIALITGNVCLWKGAPTTSLVSVAVTKIIAQVLEDNLLPGAICSLVCGGADIGTTMARDERVNLLSFTGSTQVGKEVALMVQERFGKSLLELGGN.... Result: 0 (no interaction).